This data is from Reaction yield outcomes from USPTO patents with 853,638 reactions. The task is: Predict the reaction yield, written as a fraction of the theoretical maximum amount of product (1.0 means a 100% yield; for example, 0.34 means a 34% yield). (1) The reactants are [Cl:1][C:2]1[CH:7]=[C:6]([F:8])[C:5]([NH:9][C:10]([NH:12][C:13]2[CH:18]=[CH:17][CH:16]=[CH:15][CH:14]=2)=[O:11])=[CH:4][C:3]=1[C:19]1[C:20](=[O:46])[N:21]([CH2:44][CH3:45])[C:22]2[C:27]([CH:28]=1)=[CH:26][N:25]=[C:24]([NH:29][C:30]([C@@H:32]1[CH2:36][CH2:35][CH2:34][N:33]1C(OC(C)(C)C)=O)=[O:31])[CH:23]=2.Cl.CO. The catalyst is O1CCOCC1. The product is [Cl:1][C:2]1[CH:7]=[C:6]([F:8])[C:5]([NH:9][C:10]([NH:12][C:13]2[CH:14]=[CH:15][CH:16]=[CH:17][CH:18]=2)=[O:11])=[CH:4][C:3]=1[C:19]1[C:20](=[O:46])[N:21]([CH2:44][CH3:45])[C:22]2[C:27]([CH:28]=1)=[CH:26][N:25]=[C:24]([NH:29][C:30]([C@@H:32]1[CH2:36][CH2:35][CH2:34][NH:33]1)=[O:31])[CH:23]=2. The yield is 0.300. (2) The reactants are [NH2:1][C:2]1[CH:3]=[C:4]2[C:9](=[CH:10][CH:11]=1)[CH:8]=[N:7][CH:6]=[CH:5]2.[H-].[Na+].[C:14](Cl)(=[O:23])[CH2:15][CH2:16][C:17]1[CH:22]=[CH:21][CH:20]=[CH:19][CH:18]=1. The catalyst is CN(C=O)C.CCOC(C)=O. The product is [CH:8]1[C:9]2[C:4](=[CH:3][C:2]([NH:1][C:14](=[O:23])[CH2:15][CH2:16][C:17]3[CH:22]=[CH:21][CH:20]=[CH:19][CH:18]=3)=[CH:11][CH:10]=2)[CH:5]=[CH:6][N:7]=1. The yield is 0.100.